This data is from NCI-60 drug combinations with 297,098 pairs across 59 cell lines. The task is: Regression. Given two drug SMILES strings and cell line genomic features, predict the synergy score measuring deviation from expected non-interaction effect. (1) Cell line: SNB-75. Drug 1: C1CC(=O)NC(=O)C1N2CC3=C(C2=O)C=CC=C3N. Synergy scores: CSS=6.94, Synergy_ZIP=0.670, Synergy_Bliss=1.75, Synergy_Loewe=7.23, Synergy_HSA=3.73. Drug 2: C1=NC2=C(N=C(N=C2N1C3C(C(C(O3)CO)O)F)Cl)N. (2) Drug 1: CN(C)N=NC1=C(NC=N1)C(=O)N. Drug 2: CC12CCC3C(C1CCC2OP(=O)(O)O)CCC4=C3C=CC(=C4)OC(=O)N(CCCl)CCCl.[Na+]. Cell line: HCT-15. Synergy scores: CSS=-1.42, Synergy_ZIP=-5.94, Synergy_Bliss=-15.0, Synergy_Loewe=-18.9, Synergy_HSA=-16.9. (3) Cell line: MALME-3M. Synergy scores: CSS=17.0, Synergy_ZIP=-9.75, Synergy_Bliss=-2.87, Synergy_Loewe=-2.00, Synergy_HSA=0.540. Drug 2: CS(=O)(=O)OCCCCOS(=O)(=O)C. Drug 1: COC1=NC(=NC2=C1N=CN2C3C(C(C(O3)CO)O)O)N. (4) Drug 1: CC12CCC3C(C1CCC2=O)CC(=C)C4=CC(=O)C=CC34C. Drug 2: CC(C1=C(C=CC(=C1Cl)F)Cl)OC2=C(N=CC(=C2)C3=CN(N=C3)C4CCNCC4)N. Synergy scores: CSS=56.3, Synergy_ZIP=2.18, Synergy_Bliss=-0.817, Synergy_Loewe=-0.931, Synergy_HSA=-1.44. Cell line: NCI/ADR-RES. (5) Drug 1: C1=NC2=C(N1)C(=S)N=CN2. Drug 2: C1CC(=O)NC(=O)C1N2C(=O)C3=CC=CC=C3C2=O. Cell line: MDA-MB-231. Synergy scores: CSS=36.1, Synergy_ZIP=0.228, Synergy_Bliss=0.336, Synergy_Loewe=-39.7, Synergy_HSA=-1.10. (6) Drug 1: C1=CC(=CC=C1CCCC(=O)O)N(CCCl)CCCl. Drug 2: C1C(C(OC1N2C=NC(=NC2=O)N)CO)O. Cell line: ACHN. Synergy scores: CSS=61.6, Synergy_ZIP=-1.73, Synergy_Bliss=-0.705, Synergy_Loewe=-1.79, Synergy_HSA=1.66. (7) Drug 1: C1=NC2=C(N=C(N=C2N1C3C(C(C(O3)CO)O)F)Cl)N. Drug 2: CS(=O)(=O)CCNCC1=CC=C(O1)C2=CC3=C(C=C2)N=CN=C3NC4=CC(=C(C=C4)OCC5=CC(=CC=C5)F)Cl. Cell line: ACHN. Synergy scores: CSS=16.4, Synergy_ZIP=-7.95, Synergy_Bliss=-2.15, Synergy_Loewe=-5.93, Synergy_HSA=-2.74. (8) Synergy scores: CSS=34.7, Synergy_ZIP=-8.73, Synergy_Bliss=-4.73, Synergy_Loewe=-1.98, Synergy_HSA=0.351. Drug 1: CC1=C(N=C(N=C1N)C(CC(=O)N)NCC(C(=O)N)N)C(=O)NC(C(C2=CN=CN2)OC3C(C(C(C(O3)CO)O)O)OC4C(C(C(C(O4)CO)O)OC(=O)N)O)C(=O)NC(C)C(C(C)C(=O)NC(C(C)O)C(=O)NCCC5=NC(=CS5)C6=NC(=CS6)C(=O)NCCC[S+](C)C)O. Drug 2: CC1CCCC2(C(O2)CC(NC(=O)CC(C(C(=O)C(C1O)C)(C)C)O)C(=CC3=CSC(=N3)C)C)C. Cell line: MCF7. (9) Drug 1: C1CN(CCN1C(=O)CCBr)C(=O)CCBr. Drug 2: CS(=O)(=O)OCCCCOS(=O)(=O)C. Cell line: U251. Synergy scores: CSS=48.3, Synergy_ZIP=-3.35, Synergy_Bliss=-4.37, Synergy_Loewe=-0.877, Synergy_HSA=-0.809. (10) Drug 1: COC1=CC(=CC(=C1O)OC)C2C3C(COC3=O)C(C4=CC5=C(C=C24)OCO5)OC6C(C(C7C(O6)COC(O7)C8=CC=CS8)O)O. Drug 2: CC(C)(C#N)C1=CC(=CC(=C1)CN2C=NC=N2)C(C)(C)C#N. Cell line: SF-268. Synergy scores: CSS=17.7, Synergy_ZIP=-6.87, Synergy_Bliss=-0.477, Synergy_Loewe=-12.4, Synergy_HSA=-0.429.